The task is: Predict which catalyst facilitates the given reaction.. This data is from Catalyst prediction with 721,799 reactions and 888 catalyst types from USPTO. (1) Reactant: CCCCCC.C([Li])CCC.Br[C:13]1[C:22]2[C:17](=[CH:18][CH:19]=[CH:20][CH:21]=2)[CH:16]=[C:15]([CH2:23][C:24]2[S:28][C:27]3[CH:29]=[CH:30][C:31]([CH2:33][CH3:34])=[CH:32][C:26]=3[CH:25]=2)[CH:14]=1.[CH2:35]([O:42][CH:43]1[CH:48]([O:49][CH2:50][C:51]2[CH:56]=[CH:55][CH:54]=[CH:53][CH:52]=2)[CH:47]([O:57][CH2:58][C:59]2[CH:64]=[CH:63][CH:62]=[CH:61][CH:60]=2)[CH:46]([CH2:65][O:66][CH2:67][C:68]2[CH:73]=[CH:72][CH:71]=[CH:70][CH:69]=2)[O:45][C:44]1=[O:74])[C:36]1[CH:41]=[CH:40][CH:39]=[CH:38][CH:37]=1.[Cl-].[NH4+]. Product: [CH2:35]([O:42][C@@H:43]1[C@H:48]([O:49][CH2:50][C:51]2[CH:56]=[CH:55][CH:54]=[CH:53][CH:52]=2)[C@@H:47]([O:57][CH2:58][C:59]2[CH:60]=[CH:61][CH:62]=[CH:63][CH:64]=2)[C@@H:46]([CH2:65][O:66][CH2:67][C:68]2[CH:69]=[CH:70][CH:71]=[CH:72][CH:73]=2)[O:45][C:44]1([C:13]1[C:22]2[C:17](=[CH:18][CH:19]=[CH:20][CH:21]=2)[CH:16]=[C:15]([CH2:23][C:24]2[S:28][C:27]3[CH:29]=[CH:30][C:31]([CH2:33][CH3:34])=[CH:32][C:26]=3[CH:25]=2)[CH:14]=1)[OH:74])[C:36]1[CH:41]=[CH:40][CH:39]=[CH:38][CH:37]=1. The catalyst class is: 1. (2) Reactant: [Cl:1][C:2]1[CH:3]=[C:4]([CH:21]=[C:22]([Cl:24])[CH:23]=1)[CH2:5][N:6]1[CH:10]=[CH:9][N:8]=[C:7]1[CH2:11][NH:12][CH2:13][C:14]1[CH:19]=[CH:18][CH:17]=[C:16]([F:20])[CH:15]=1.[Li]CCCC.CCCCCC.[C:36]([O:40][C:41]([N:43]1[CH2:48][CH2:47][N:46]([CH2:49][CH2:50]Cl)[CH2:45][CH2:44]1)=[O:42])([CH3:39])([CH3:38])[CH3:37]. Product: [C:36]([O:40][C:41]([N:43]1[CH2:48][CH2:47][N:46]([CH2:49][CH2:50][N:12]([CH2:11][C:7]2[N:6]([CH2:5][C:4]3[CH:21]=[C:22]([Cl:24])[CH:23]=[C:2]([Cl:1])[CH:3]=3)[CH:10]=[CH:9][N:8]=2)[CH2:13][C:14]2[CH:19]=[CH:18][CH:17]=[C:16]([F:20])[CH:15]=2)[CH2:45][CH2:44]1)=[O:42])([CH3:39])([CH3:38])[CH3:37]. The catalyst class is: 1.